Task: Predict the product of the given reaction.. Dataset: Forward reaction prediction with 1.9M reactions from USPTO patents (1976-2016) (1) Given the reactants [O:1]=[C:2]1[O:6][N:5]=[C:4]([C:7]2[CH:12]=[CH:11][CH:10]=[CH:9][C:8]=2[C:13]2[CH:18]=[CH:17][C:16]([CH2:19][C:20]3[C:21](=[O:46])[N:22]([C@H:32]4[CH2:37][CH2:36][C@H:35]([O:38][CH2:39][CH:40]([OH:45])[C:41]([F:44])([F:43])[F:42])[CH2:34][CH2:33]4)[C:23]4[N:24]([N:29]=[CH:30][CH:31]=4)[C:25]=3[CH2:26][CH2:27][CH3:28])=[CH:15][CH:14]=2)[NH:3]1.CC(OI1(OC(C)=O)(OC(C)=O)OC(=O)C2C1=CC=CC=2)=O.C(OCC)(=O)C.S([O-])([O-])(=O)=S.[Na+].[Na+], predict the reaction product. The product is: [O:1]=[C:2]1[O:6][N:5]=[C:4]([C:7]2[CH:12]=[CH:11][CH:10]=[CH:9][C:8]=2[C:13]2[CH:14]=[CH:15][C:16]([CH2:19][C:20]3[C:21](=[O:46])[N:22]([C@H:32]4[CH2:33][CH2:34][C@H:35]([O:38][CH2:39][C:40](=[O:45])[C:41]([F:42])([F:44])[F:43])[CH2:36][CH2:37]4)[C:23]4[N:24]([N:29]=[CH:30][CH:31]=4)[C:25]=3[CH2:26][CH2:27][CH3:28])=[CH:17][CH:18]=2)[NH:3]1. (2) Given the reactants [F:1][C:2]1[C:7]([F:8])=[C:6]([F:9])[CH:5]=[CH:4][C:3]=1I.C1(P(C2C=CC=CC=2)C2C=CC=CC=2)C=CC=CC=1.[CH2:30]([OH:33])[C:31]#[CH:32].C(N(C(C)C)CC)(C)C, predict the reaction product. The product is: [F:1][C:2]1[C:7]([F:8])=[C:6]([F:9])[CH:5]=[CH:4][C:3]=1[C:32]#[C:31][CH2:30][OH:33]. (3) Given the reactants [Br:1][C:2]1[CH:3]=[C:4]([CH:8]=[CH:9][C:10]=1[F:11])[C:5](Cl)=[O:6].[CH3:12][C:13]1[C:18]2[NH:19][C:20](=[O:22])[O:21][C:17]=2[CH:16]=[CH:15][CH:14]=1.[Cl-].[Cl-].[Cl-].[Al+3], predict the reaction product. The product is: [Br:1][C:2]1[CH:3]=[C:4]([CH:8]=[CH:9][C:10]=1[F:11])[C:5]([C:15]1[CH:14]=[C:13]([CH3:12])[C:18]2[NH:19][C:20](=[O:22])[O:21][C:17]=2[CH:16]=1)=[O:6]. (4) Given the reactants Cl.[Cl:2][C:3]1[CH:8]=[CH:7][C:6]([C:9]2([C:15]([NH:17][C@@H:18]3[CH2:23][CH2:22][CH2:21][NH:20][CH2:19]3)=[O:16])[CH2:14][CH2:13][CH2:12][CH2:11][CH2:10]2)=[CH:5][CH:4]=1.C(N(CC)C(C)C)(C)C.[C:33]1([S:39](Cl)(=[O:41])=[O:40])[CH:38]=[CH:37][CH:36]=[CH:35][CH:34]=1, predict the reaction product. The product is: [Cl:2][C:3]1[CH:4]=[CH:5][C:6]([C:9]2([C:15]([NH:17][C@@H:18]3[CH2:23][CH2:22][CH2:21][N:20]([S:39]([C:33]4[CH:38]=[CH:37][CH:36]=[CH:35][CH:34]=4)(=[O:41])=[O:40])[CH2:19]3)=[O:16])[CH2:14][CH2:13][CH2:12][CH2:11][CH2:10]2)=[CH:7][CH:8]=1. (5) Given the reactants Cl.C(N=C=NCCCN(C)C)C.Cl.C[O:15][C:16]([C:18]1([NH2:24])[CH2:23][CH2:22][CH2:21][CH2:20][CH2:19]1)=[O:17].ON1C2C=CC=CC=2N=N1.[CH2:35]([O:37][C:38]1[CH:42]=[CH:41][S:40][C:39]=1[C:43](O)=[O:44])[CH3:36].C(N(C(C)C)CC)(C)C, predict the reaction product. The product is: [CH2:35]([O:37][C:38]1[CH:42]=[CH:41][S:40][C:39]=1[C:43]([NH:24][C:18]1([C:16]([OH:15])=[O:17])[CH2:23][CH2:22][CH2:21][CH2:20][CH2:19]1)=[O:44])[CH3:36]. (6) Given the reactants Br[CH2:2][C:3]1[CH:13]=[CH:12][C:6]([C:7]([O:9]CC)=[O:8])=[C:5]([F:14])[C:4]=1[F:15].O=C1C2C(=CC=CC=2)C(=O)[N-:18]1.[K+].NN.[C:30](O[C:30]([O:32][C:33]([CH3:36])([CH3:35])[CH3:34])=[O:31])([O:32][C:33]([CH3:36])([CH3:35])[CH3:34])=[O:31].CCN(C(C)C)C(C)C, predict the reaction product. The product is: [C:33]([O:32][C:30]([NH:18][CH2:2][C:3]1[CH:13]=[CH:12][C:6]([C:7]([OH:9])=[O:8])=[C:5]([F:14])[C:4]=1[F:15])=[O:31])([CH3:36])([CH3:35])[CH3:34]. (7) Given the reactants [F:1][C:2]1[CH:7]=[CH:6][C:5]([C:8]2[C:9]([N:14]3[CH2:19][CH2:18][N:17]([CH2:20][CH2:21][NH2:22])[CH2:16][CH2:15]3)=[N:10][CH:11]=[CH:12][N:13]=2)=[CH:4][CH:3]=1.N1CCOCC1.[C:29]1([S:35]([Cl:38])(=[O:37])=[O:36])[CH:34]=[CH:33][CH:32]=[CH:31][CH:30]=1, predict the reaction product. The product is: [ClH:38].[F:1][C:2]1[CH:7]=[CH:6][C:5]([C:8]2[C:9]([N:14]3[CH2:15][CH2:16][N:17]([CH2:20][CH2:21][NH:22][S:35]([C:29]4[CH:34]=[CH:33][CH:32]=[CH:31][CH:30]=4)(=[O:37])=[O:36])[CH2:18][CH2:19]3)=[N:10][CH:11]=[CH:12][N:13]=2)=[CH:4][CH:3]=1. (8) Given the reactants Br[C:2]1[CH:3]=[C:4]([NH:10][C@@H:11]2[CH2:16][CH2:15][O:14][CH2:13][C@@H:12]2[NH:17][C:18](=[O:24])[O:19][C:20]([CH3:23])([CH3:22])[CH3:21])[CH:5]=[N:6][C:7]=1[C:8]#[N:9].Cl.[CH3:26][C:27]1[CH:31]=[C:30]([NH2:32])[S:29][N:28]=1.CC1(C)C2C(=C(P(C3C=CC=CC=3)C3C=CC=CC=3)C=CC=2)OC2C(P(C3C=CC=CC=3)C3C=CC=CC=3)=CC=CC1=2.C([O-])([O-])=O.[Cs+].[Cs+], predict the reaction product. The product is: [C:8]([C:7]1[N:6]=[CH:5][C:4]([NH:10][C@@H:11]2[CH2:16][CH2:15][O:14][CH2:13][C@@H:12]2[NH:17][C:18](=[O:24])[O:19][C:20]([CH3:23])([CH3:22])[CH3:21])=[CH:3][C:2]=1[NH:32][C:30]1[S:29][N:28]=[C:27]([CH3:26])[CH:31]=1)#[N:9].